Dataset: Forward reaction prediction with 1.9M reactions from USPTO patents (1976-2016). Task: Predict the product of the given reaction. (1) Given the reactants Cl[CH2:2][C:3]1[CH:12]=[CH:11][C:10]2[C:5](=[CH:6][C:7]([O:17][CH3:18])=[C:8]([O:15][CH3:16])[C:9]=2[O:13][CH3:14])[N:4]=1.[NH:19]1[CH2:25][CH2:24][CH2:23][NH:22][CH2:21][CH2:20]1, predict the reaction product. The product is: [CH3:14][O:13][C:9]1[C:8]([O:15][CH3:16])=[C:7]([O:17][CH3:18])[CH:6]=[C:5]2[C:10]=1[CH:11]=[CH:12][C:3]([CH2:2][N:19]1[CH2:25][CH2:24][CH2:23][N:22]([CH2:2][C:3]3[CH:12]=[CH:11][C:10]4[C:5](=[CH:6][C:7]([O:17][CH3:18])=[C:8]([O:15][CH3:16])[C:9]=4[O:13][CH3:14])[N:4]=3)[CH2:21][CH2:20]1)=[N:4]2. (2) Given the reactants C(O[C:6](=O)[N:7]([C@@H:9]([CH2:13][C:14]1[CH:19]=[CH:18][CH:17]=[CH:16][CH:15]=1)[CH2:10][C:11]#[N:12])C)(C)(C)C.[ClH:21].O1CCOCC1, predict the reaction product. The product is: [ClH:21].[CH3:6][NH:7][C@@H:9]([CH2:13][C:14]1[CH:19]=[CH:18][CH:17]=[CH:16][CH:15]=1)[CH2:10][C:11]#[N:12].